This data is from Full USPTO retrosynthesis dataset with 1.9M reactions from patents (1976-2016). The task is: Predict the reactants needed to synthesize the given product. (1) Given the product [CH3:3][CH:2]([O:4][C:5]1[CH:6]=[CH:7][C:8]([C:11]2[C:12]3=[N:17][S:23](=[O:25])(=[O:24])[CH2:22][CH2:21][N:13]3[CH:14]=[CH:15][CH:16]=2)=[CH:9][CH:10]=1)[CH3:1], predict the reactants needed to synthesize it. The reactants are: [CH3:1][CH:2]([O:4][C:5]1[CH:10]=[CH:9][C:8]([C:11]2[C:12]([NH2:17])=[N:13][CH:14]=[CH:15][CH:16]=2)=[CH:7][CH:6]=1)[CH3:3].[H-].[Na+].Cl[CH2:21][CH2:22][S:23](Cl)(=[O:25])=[O:24].O. (2) Given the product [N:33]([CH:11]([C:7]1[CH:6]=[C:5]([CH:10]=[CH:9][CH:8]=1)[O:4][C:3]1[CH:14]=[CH:15][C:16]([Cl:18])=[CH:17][C:2]=1[NH2:1])[CH3:12])=[N+:34]=[N-:35], predict the reactants needed to synthesize it. The reactants are: [NH2:1][C:2]1[CH:17]=[C:16]([Cl:18])[CH:15]=[CH:14][C:3]=1[O:4][C:5]1[CH:6]=[C:7]([CH:11](O)[CH3:12])[CH:8]=[CH:9][CH:10]=1.C1(P([N:33]=[N+:34]=[N-:35])(C2C=CC=CC=2)=O)C=CC=CC=1.O. (3) Given the product [C:1]([NH:4][C:5]1[N:9]([CH:10]2[CH2:15][CH2:14][CH2:13][N:12]([C:16]([O:18][CH2:19][C:20]3[CH:25]=[CH:24][CH:23]=[CH:22][CH:21]=3)=[O:17])[CH2:11]2)[N:8]=[C:7]([C:26]2[CH:27]=[CH:28][C:29]([OH:32])=[CH:30][CH:31]=2)[C:6]=1[C:40]#[N:41])(=[O:3])[CH3:2], predict the reactants needed to synthesize it. The reactants are: [C:1]([NH:4][C:5]1[N:9]([CH:10]2[CH2:15][CH2:14][CH2:13][N:12]([C:16]([O:18][CH2:19][C:20]3[CH:25]=[CH:24][CH:23]=[CH:22][CH:21]=3)=[O:17])[CH2:11]2)[N:8]=[C:7]([C:26]2[CH:31]=[CH:30][C:29]([O:32][Si](C(C)(C)C)(C)C)=[CH:28][CH:27]=2)[C:6]=1[C:40]#[N:41])(=[O:3])[CH3:2].O[Li].O. (4) Given the product [F:26][C:21]1[CH:20]=[C:19]([S:16]([N:9]2[C:10]3=[N:11][CH:12]=[CH:13][CH:14]=[C:15]3[C:7]([CH2:6][C:5]([OH:28])=[O:4])=[C:8]2[CH3:27])(=[O:17])=[O:18])[CH:24]=[CH:23][C:22]=1[F:25], predict the reactants needed to synthesize it. The reactants are: [Li+].[OH-].C[O:4][C:5](=[O:28])[CH2:6][C:7]1[C:15]2[C:10](=[N:11][CH:12]=[CH:13][CH:14]=2)[N:9]([S:16]([C:19]2[CH:24]=[CH:23][C:22]([F:25])=[C:21]([F:26])[CH:20]=2)(=[O:18])=[O:17])[C:8]=1[CH3:27].Cl. (5) Given the product [Cl:16][C:17]1[CH:18]=[C:19]([CH:28]=[CH:29][C:30]=1[F:31])[CH2:20][N:21]1[CH2:26][CH2:25][C:24]2[C:9]([C:11]([O:13][CH2:14][CH3:15])=[O:12])=[N:8][CH:7]=[C:6]([OH:10])[C:23]=2[C:22]1=[O:27], predict the reactants needed to synthesize it. The reactants are: C(O[C:6]1[O:10][C:9]([C:11]([O:13][CH2:14][CH3:15])=[O:12])=[N:8][CH:7]=1)CCC.[Cl:16][C:17]1[CH:18]=[C:19]([CH:28]=[CH:29][C:30]=1[F:31])[CH2:20][N:21]1[CH2:26][CH2:25][CH:24]=[CH:23][C:22]1=[O:27].O. (6) Given the product [S:1]1[CH:5]=[CH:4][C:3]2[CH:6]=[C:7]([C:10]3[C:11]([O:22][C:23]4[CH:24]=[CH:25][C:26]([O:27][CH2:28][CH2:29][N:30]5[CH2:31][CH2:32][CH2:33][CH2:34][CH2:35]5)=[CH:36][CH:37]=4)=[C:12]4[C:17](=[CH:18][CH:19]=3)[CH:16]=[C:15]([OH:20])[CH:14]=[CH:13]4)[CH:8]=[CH:9][C:2]1=2, predict the reactants needed to synthesize it. The reactants are: [S:1]1[CH:5]=[CH:4][C:3]2[CH:6]=[C:7]([C:10]3[CH:19]=[CH:18][C:17]4[C:12](=[CH:13][CH:14]=[C:15]([O:20]C)[CH:16]=4)[C:11]=3[O:22][C:23]3[CH:37]=[CH:36][C:26]([O:27][CH2:28][CH2:29][N:30]4[CH2:35][CH2:34][CH2:33][CH2:32][CH2:31]4)=[CH:25][CH:24]=3)[CH:8]=[CH:9][C:2]1=2.C([S-])C.[Na+].